This data is from Catalyst prediction with 721,799 reactions and 888 catalyst types from USPTO. The task is: Predict which catalyst facilitates the given reaction. Reactant: [CH3:1][C:2]1[CH:7]=[C:6]([C:8]2[CH:9]=[CH:10][C:11]3[N:17]4[CH2:18][C@H:14]([CH2:15][CH2:16]4)[NH:13][C:12]=3[N:19]=2)[CH:5]=[CH:4][N:3]=1.ClC(Cl)(O[C:24](=[O:30])OC(Cl)(Cl)Cl)Cl.C(N(CC)CC)C.[NH:39]1[CH2:44][CH2:43][CH2:42][CH2:41][CH2:40]1. Product: [CH3:1][C:2]1[CH:7]=[C:6]([C:8]2[CH:9]=[CH:10][C:11]3[N:17]4[CH2:18][C@H:14]([CH2:15][CH2:16]4)[N:13]([C:24]([N:39]4[CH2:44][CH2:43][CH2:42][CH2:41][CH2:40]4)=[O:30])[C:12]=3[N:19]=2)[CH:5]=[CH:4][N:3]=1. The catalyst class is: 7.